This data is from Reaction yield outcomes from USPTO patents with 853,638 reactions. The task is: Predict the reaction yield, written as a fraction of the theoretical maximum amount of product (1.0 means a 100% yield; for example, 0.34 means a 34% yield). The catalyst is C(O)(C)C. The reactants are [C:1]([CH2:3][C:4]([NH:6][C:7]1[CH:12]=[C:11]([O:13][CH3:14])[C:10]([Cl:15])=[CH:9][C:8]=1[Cl:16])=[O:5])#[N:2].[NH2:17][C:18]1[CH:22]=[CH:21][S:20][CH:19]=1.[CH2:23](OC(OCC)OCC)C. The yield is 0.260. The product is [C:1]([C:3](=[CH:23][NH:17][C:18]1[CH:22]=[CH:21][S:20][CH:19]=1)[C:4]([NH:6][C:7]1[CH:12]=[C:11]([O:13][CH3:14])[C:10]([Cl:15])=[CH:9][C:8]=1[Cl:16])=[O:5])#[N:2].